Dataset: Catalyst prediction with 721,799 reactions and 888 catalyst types from USPTO. Task: Predict which catalyst facilitates the given reaction. (1) Reactant: Br[C:2]1[CH:3]=[C:4]([C:8]2([C:23]#[N:24])[CH2:14][C@@H:13]3[N:15]([C:16]([O:18][C:19]([CH3:22])([CH3:21])[CH3:20])=[O:17])[C@@H:10]([CH2:11][CH2:12]3)[CH2:9]2)[CH:5]=[N:6][CH:7]=1.C1(P([CH:38]2[CH2:43][CH2:42]CCC2)C2CCCCC2)CCCCC1.P([O-])([O-])([O-])=O.[K+].[K+].[K+].C1(B(O)O)CC1.[Cl-].[NH4+]. Product: [C:23]([C:8]1([C:4]2[CH:5]=[N:6][CH:7]=[C:2]([CH:42]3[CH2:43][CH2:38]3)[CH:3]=2)[CH2:14][C@@H:13]2[N:15]([C:16]([O:18][C:19]([CH3:22])([CH3:21])[CH3:20])=[O:17])[C@@H:10]([CH2:11][CH2:12]2)[CH2:9]1)#[N:24]. The catalyst class is: 493. (2) The catalyst class is: 381. Product: [CH2:39]([C@@H:8]([C@@H:9]([OH:38])[CH2:10][C@H:11]([CH2:12][C:13]1[CH:18]=[CH:17][C:16]([C:19]2[CH:24]=[CH:23][CH:22]=[CH:21][N:20]=2)=[CH:15][CH:14]=1)[NH:25][C:26](=[O:37])[C@H:27]([C:33]([CH3:36])([CH3:35])[CH3:34])[NH:28][C:29](=[O:30])[O:31][CH3:32])[NH:7][C:5](=[O:6])[C@@H:4]([NH:1][C:58](=[O:59])[O:60][CH3:61])[C@H:46]1[CH2:50][CH2:49][O:48][CH2:47]1)[C:40]1[CH:45]=[CH:44][CH:43]=[CH:42][CH:41]=1. Reactant: [N:1]([C@@H:4]([C@H:46]1[CH2:50][CH2:49][O:48][CH2:47]1)[C:5]([NH:7][C@@H:8]([CH2:39][C:40]1[CH:45]=[CH:44][CH:43]=[CH:42][CH:41]=1)[C@@H:9]([OH:38])[CH2:10][C@@H:11]([NH:25][C:26](=[O:37])[C@H:27]([C:33]([CH3:36])([CH3:35])[CH3:34])[NH:28][C:29]([O:31][CH3:32])=[O:30])[CH2:12][C:13]1[CH:18]=[CH:17][C:16]([C:19]2[CH:24]=[CH:23][CH:22]=[CH:21][N:20]=2)=[CH:15][CH:14]=1)=[O:6])=[N+]=[N-].N1C=CC=CC=1.Cl[C:58]([O:60][CH3:61])=[O:59]. (3) Reactant: C[O:2][C:3](=[O:22])[C:4]1[CH:9]=[C:8]([Br:10])[CH:7]=[CH:6][C:5]=1[CH2:11][CH2:12][C:13]1[CH:18]=[CH:17][CH:16]=[C:15]([O:19][CH3:20])[C:14]=1[CH3:21].[OH-].[K+].O.CO. Product: [Br:10][C:8]1[CH:7]=[CH:6][C:5]([CH2:11][CH2:12][C:13]2[CH:18]=[CH:17][CH:16]=[C:15]([O:19][CH3:20])[C:14]=2[CH3:21])=[C:4]([CH:9]=1)[C:3]([OH:22])=[O:2]. The catalyst class is: 1. (4) Reactant: Br[C:2]1[C:7]([N+:8]([O-:10])=[O:9])=[CH:6][N:5]=[CH:4][C:3]=1[Cl:11].[N:12]1([C:18]([O:20][C:21]([CH3:24])([CH3:23])[CH3:22])=[O:19])[CH2:17][CH2:16][NH:15][CH2:14][CH2:13]1.CCN(C(C)C)C(C)C. Product: [Cl:11][C:3]1[CH:4]=[N:5][CH:6]=[C:7]([N+:8]([O-:10])=[O:9])[C:2]=1[N:15]1[CH2:14][CH2:13][N:12]([C:18]([O:20][C:21]([CH3:24])([CH3:23])[CH3:22])=[O:19])[CH2:17][CH2:16]1. The catalyst class is: 37. (5) Reactant: C1(C2C(OCC(F)(F)F)=CC(C(O)=O)=NC=2)CC1.NCC(C)(O)C.[CH:25]1([C:28]2[C:29]([O:42][CH2:43][C:44]([F:47])([F:46])[F:45])=[CH:30][C:31]([C:34]([NH:36][CH2:37][C:38]([OH:41])([CH3:40])[CH3:39])=O)=[N:32][CH:33]=2)[CH2:27][CH2:26]1.CS(O)(=O)=O. Product: [CH:25]1([C:28]2[C:29]([O:42][CH2:43][C:44]([F:47])([F:46])[F:45])=[CH:30][C:31]([C:34]3[O:41][C:38]([CH3:40])([CH3:39])[CH2:37][N:36]=3)=[N:32][CH:33]=2)[CH2:27][CH2:26]1. The catalyst class is: 2. (6) Reactant: Cl[C:2]1[CH:7]=[CH:6][C:5]([CH3:8])=[CH:4][N:3]=1.[C:9]([N:12]1[C:21]2[C:16](=[CH:17][C:18]([C:22]3[CH:27]=[CH:26][C:25]([CH2:28][N:29]4[CH2:34][CH2:33][CH2:32][CH2:31][CH2:30]4)=[CH:24][CH:23]=3)=[CH:19][CH:20]=2)[C@H:15]([NH2:35])[CH2:14][C@@H:13]1[CH3:36])(=[O:11])[CH3:10].C1C=CC(P(C2C(C3C(P(C4C=CC=CC=4)C4C=CC=CC=4)=CC=C4C=3C=CC=C4)=C3C(C=CC=C3)=CC=2)C2C=CC=CC=2)=CC=1.CC(C)([O-:86])C.[Na+]. Product: [CH:9]([OH:11])=[O:86].[C:9]([N:12]1[C:21]2[C:16](=[CH:17][C:18]([C:22]3[CH:27]=[CH:26][C:25]([CH2:28][N:29]4[CH2:34][CH2:33][CH2:32][CH2:31][CH2:30]4)=[CH:24][CH:23]=3)=[CH:19][CH:20]=2)[C@H:15]([NH:35][C:2]2[CH:7]=[CH:6][C:5]([CH3:8])=[CH:4][N:3]=2)[CH2:14][C@@H:13]1[CH3:36])(=[O:11])[CH3:10]. The catalyst class is: 187. (7) Reactant: [CH:1]1[CH:2]=C[C:4]2[N:9](O)N=[N:7][C:5]=2[CH:6]=1.[C:11]1([CH2:17][O:18][C:19]2[CH:27]=[CH:26][C:25]([C:28]([N:30]3[CH2:35][CH2:34][CH2:33][CH2:32][CH2:31]3)=[O:29])=[CH:24][C:20]=2[C:21](O)=[O:22])[CH:16]=[CH:15][CH:14]=[CH:13][CH:12]=1.N1C=CC=C(N)C=1.C(Cl)CCl. Product: [C:11]1([CH2:17][O:18][C:19]2[CH:27]=[CH:26][C:25]([C:28]([N:30]3[CH2:35][CH2:34][CH2:33][CH2:32][CH2:31]3)=[O:29])=[CH:24][C:20]=2[C:21]([NH:7][C:5]2[CH:4]=[N:9][CH:2]=[CH:1][CH:6]=2)=[O:22])[CH:12]=[CH:13][CH:14]=[CH:15][CH:16]=1. The catalyst class is: 35. (8) Reactant: [Cl-].O[NH3+:3].[C:4](=[O:7])([O-])[OH:5].[Na+].CS(C)=O.[CH2:13]([C:15]1[N:20]=[CH:19][C:18]([CH2:21][N:22]2[C:27](=[O:28])[C:26]([CH2:29][C:30]3[CH:35]=[CH:34][C:33]([C:36]4[C:37]([C:42]#[N:43])=[CH:38][CH:39]=[CH:40][CH:41]=4)=[CH:32][CH:31]=3)=[C:25]([CH2:44][CH2:45][CH3:46])[N:24]3[N:47]=[C:48]([CH3:50])[N:49]=[C:23]23)=[CH:17][CH:16]=1)[CH3:14]. Product: [CH2:13]([C:15]1[N:20]=[CH:19][C:18]([CH2:21][N:22]2[C:27](=[O:28])[C:26]([CH2:29][C:30]3[CH:35]=[CH:34][C:33]([C:36]4[CH:41]=[CH:40][CH:39]=[CH:38][C:37]=4[C:42]4[NH:3][C:4](=[O:7])[O:5][N:43]=4)=[CH:32][CH:31]=3)=[C:25]([CH2:44][CH2:45][CH3:46])[N:24]3[N:47]=[C:48]([CH3:50])[N:49]=[C:23]23)=[CH:17][CH:16]=1)[CH3:14]. The catalyst class is: 13. (9) Reactant: [C:1]12([CH2:11][NH:12][C:13](=[O:21])[C:14]3[CH:19]=[CH:18][CH:17]=[N:16][C:15]=3[CH3:20])[CH2:10][CH:5]3[CH2:6][CH:7]([CH2:9][CH:3]([CH2:4]3)[CH2:2]1)[CH2:8]2.[Br:22][CH2:23][C:24]([C:26]1[CH:27]=[C:28]([CH:31]=[CH:32][CH:33]=1)[C:29]#[N:30])=[O:25]. Product: [Br-:22].[C:1]12([CH2:11][NH:12][C:13]([C:14]3[C:15]([CH3:20])=[N+:16]([CH2:23][C:24]([C:26]4[CH:33]=[CH:32][CH:31]=[C:28]([C:29]#[N:30])[CH:27]=4)=[O:25])[CH:17]=[CH:18][CH:19]=3)=[O:21])[CH2:10][CH:5]3[CH2:6][CH:7]([CH2:9][CH:3]([CH2:4]3)[CH2:2]1)[CH2:8]2. The catalyst class is: 21. (10) Reactant: [CH2:1]([C:3]1[CH:4]=[CH:5][C:6]([N+:10]([O-:12])=O)=[C:7]([CH:9]=1)[NH2:8])[CH3:2].[N:13]#[C:14][NH2:15].[CH]Cl.[OH-].[Na+]. Product: [CH2:1]([C:3]1[CH:4]=[CH:5][C:6]2[N+:10]([O-:12])=[N:13][C:14]([NH2:15])=[N:8][C:7]=2[CH:9]=1)[CH3:2]. The catalyst class is: 6.